Dataset: Peptide-MHC class I binding affinity with 185,985 pairs from IEDB/IMGT. Task: Regression. Given a peptide amino acid sequence and an MHC pseudo amino acid sequence, predict their binding affinity value. This is MHC class I binding data. (1) The peptide sequence is ALFDRPAFK. The binding affinity (normalized) is 0.0847. The MHC is HLA-A26:01 with pseudo-sequence HLA-A26:01. (2) The peptide sequence is TSTVEEQIQW. The MHC is HLA-A68:01 with pseudo-sequence HLA-A68:01. The binding affinity (normalized) is 0. (3) The peptide sequence is ALTLNTMTK. The MHC is HLA-B15:01 with pseudo-sequence HLA-B15:01. The binding affinity (normalized) is 0.0847. (4) The peptide sequence is RAIATPGM. The MHC is H-2-Kb with pseudo-sequence H-2-Kb. The binding affinity (normalized) is 0.118. (5) The peptide sequence is GLYLYRFHV. The MHC is HLA-A25:01 with pseudo-sequence HLA-A25:01. The binding affinity (normalized) is 0.0847. (6) The peptide sequence is FISIYSRPKI. The MHC is HLA-A02:03 with pseudo-sequence HLA-A02:03. The binding affinity (normalized) is 0.573.